This data is from Catalyst prediction with 721,799 reactions and 888 catalyst types from USPTO. The task is: Predict which catalyst facilitates the given reaction. (1) Reactant: C(OC([NH:8][CH:9]1[CH2:14][CH2:13][CH:12]([CH2:15][NH:16][C:17](=[O:26])[O:18][CH2:19][C:20]2[CH:25]=[CH:24][CH:23]=[CH:22][CH:21]=2)[CH2:11][CH2:10]1)=O)(C)(C)C.[ClH:27].O1CCOCC1. Product: [ClH:27].[NH2:8][CH:9]1[CH2:14][CH2:13][CH:12]([CH2:15][NH:16][C:17](=[O:26])[O:18][CH2:19][C:20]2[CH:21]=[CH:22][CH:23]=[CH:24][CH:25]=2)[CH2:11][CH2:10]1. The catalyst class is: 7. (2) Reactant: [N:1]([C:4]([O:6][CH2:7][CH3:8])=[O:5])=[C:2]=[O:3].[CH3:9][N:10]([CH3:14])[CH2:11][CH2:12][NH2:13]. Product: [CH2:7]([O:6][C:4](=[O:5])[NH:1][C:2]([NH:13][CH2:12][CH2:11][N:10]([CH3:14])[CH3:9])=[O:3])[CH3:8]. The catalyst class is: 27. (3) Reactant: [Cl:1][C:2]1[C:3]([CH3:31])=[N:4][N:5]([C:7]2[N:12]=[CH:11][C:10]([NH:13][CH:14]([CH:26]3[CH2:30][CH2:29][CH2:28][CH2:27]3)[C:15]3[CH:25]=[CH:24][C:18]([C:19]([O:21]CC)=[O:20])=[CH:17][CH:16]=3)=[CH:9][CH:8]=2)[CH:6]=1.[OH-].[Na+]. Product: [Cl:1][C:2]1[C:3]([CH3:31])=[N:4][N:5]([C:7]2[N:12]=[CH:11][C:10]([NH:13][CH:14]([CH:26]3[CH2:30][CH2:29][CH2:28][CH2:27]3)[C:15]3[CH:25]=[CH:24][C:18]([C:19]([OH:21])=[O:20])=[CH:17][CH:16]=3)=[CH:9][CH:8]=2)[CH:6]=1. The catalyst class is: 111. (4) Reactant: Cl[C:2]1[N:11]=[C:10]([N:12]2[CH2:16][CH2:15][C@H:14]([NH:17][C:18](=[O:20])[CH3:19])[CH2:13]2)[C:9]2[C:4](=[CH:5][CH:6]=[CH:7][CH:8]=2)[N:3]=1.[N+:21]([C:24]1[CH:29]=[CH:28][C:27]([NH2:30])=[CH:26][C:25]=1[NH2:31])([O-:23])=[O:22].C(=O)([O-])[O-].[Cs+].[Cs+]. Product: [NH2:31][C:25]1[CH:26]=[C:27]([NH:30][C:2]2[N:11]=[C:10]([N:12]3[CH2:16][CH2:15][C@H:14]([NH:17][C:18](=[O:20])[CH3:19])[CH2:13]3)[C:9]3[C:4](=[CH:5][CH:6]=[CH:7][CH:8]=3)[N:3]=2)[CH:28]=[CH:29][C:24]=1[N+:21]([O-:23])=[O:22]. The catalyst class is: 584. (5) Reactant: [CH3:1][O:2][C:3]1[CH:4]=[C:5]([NH:11][CH2:12][CH2:13][C:14]2[CH:19]=[CH:18][C:17]([C:20]([F:23])([F:22])[F:21])=[CH:16][CH:15]=2)[CH:6]=[CH:7][C:8]=1[O:9][CH3:10].[CH2:24]([O:31][C:32](=[O:43])[CH:33]([C:37]1[CH:42]=[CH:41][CH:40]=[CH:39][CH:38]=1)[C:34](O)=[O:35])[C:25]1[CH:30]=[CH:29][CH:28]=[CH:27][CH:26]=1.CN(C(ON1N=NC2C=CC=CC1=2)=[N+](C)C)C.[B-](F)(F)(F)F.CCN(CC)CC. Product: [CH2:24]([O:31][C:32](=[O:43])[CH:33]([C:37]1[CH:42]=[CH:41][CH:40]=[CH:39][CH:38]=1)[C:34]([N:11]([C:5]1[CH:6]=[CH:7][C:8]([O:9][CH3:10])=[C:3]([O:2][CH3:1])[CH:4]=1)[CH2:12][CH2:13][C:14]1[CH:19]=[CH:18][C:17]([C:20]([F:22])([F:21])[F:23])=[CH:16][CH:15]=1)=[O:35])[C:25]1[CH:26]=[CH:27][CH:28]=[CH:29][CH:30]=1. The catalyst class is: 3. (6) Reactant: [F:1][C@@H:2]1[CH2:6][N:5]([C:7]2[N:15]=[C:14]3[C:10]([N:11]=[CH:12][N:13]3[CH:16]([CH3:18])[CH3:17])=[C:9]([NH:19][C:20]3[CH:21]=[N:22][N:23]([CH3:25])[CH:24]=3)[N:8]=2)[CH2:4][C@H:3]1[NH:26]C(=O)OCC1C=CC=CC=1.C([O-])=O.[NH4+].O. Product: [NH2:26][C@H:3]1[C@H:2]([F:1])[CH2:6][N:5]([C:7]2[N:15]=[C:14]3[C:10]([N:11]=[CH:12][N:13]3[CH:16]([CH3:18])[CH3:17])=[C:9]([NH:19][C:20]3[CH:21]=[N:22][N:23]([CH3:25])[CH:24]=3)[N:8]=2)[CH2:4]1. The catalyst class is: 8. (7) Reactant: [CH3:1][O:2][C:3]1[CH:8]=[CH:7][CH:6]=[CH:5][C:4]=1[C:9]1[CH:14]=[CH:13][C:12]([C:15]([N:17]2[C:23]3[CH:24]=[CH:25][CH:26]=[CH:27][C:22]=3[CH2:21][N:20]3[C:28]([C:31](O)=[O:32])=[CH:29][CH:30]=[C:19]3[CH2:18]2)=[O:16])=[CH:11][C:10]=1[CH3:34].[CH3:35][NH:36][CH2:37][C@@H:38]([C@H:40]([C@@H:42]([C@@H:44]([CH2:46][OH:47])[OH:45])[OH:43])[OH:41])[OH:39].O.ON1C2C=CC=CC=2N=N1.Cl.CN(C)CCCN=C=NCC.C(N(CC)C(C)C)(C)C. Product: [CH3:35][N:36]([CH2:37][C@H:38]([OH:39])[C@@H:40]([OH:41])[C@H:42]([OH:43])[C@H:44]([OH:45])[CH2:46][OH:47])[C:31]([C:28]1[N:20]2[C:19]([CH2:18][N:17]([C:15]([C:12]3[CH:13]=[CH:14][C:9]([C:4]4[CH:5]=[CH:6][CH:7]=[CH:8][C:3]=4[O:2][CH3:1])=[C:10]([CH3:34])[CH:11]=3)=[O:16])[C:23]3[CH:24]=[CH:25][CH:26]=[CH:27][C:22]=3[CH2:21]2)=[CH:30][CH:29]=1)=[O:32]. The catalyst class is: 42.